From a dataset of Full USPTO retrosynthesis dataset with 1.9M reactions from patents (1976-2016). Predict the reactants needed to synthesize the given product. (1) Given the product [C:1]([O:5][C:6](=[O:22])[N:7]([CH2:8][CH2:9][C:10]1[CH:15]=[CH:14][C:13]([NH2:16])=[CH:12][CH:11]=1)[CH:19]1[CH2:20][CH2:21]1)([CH3:4])([CH3:2])[CH3:3], predict the reactants needed to synthesize it. The reactants are: [C:1]([O:5][C:6](=[O:22])[N:7]([CH:19]1[CH2:21][CH2:20]1)[CH2:8][CH2:9][C:10]1[CH:15]=[CH:14][C:13]([N+:16]([O-])=O)=[CH:12][CH:11]=1)([CH3:4])([CH3:3])[CH3:2]. (2) Given the product [C:25]([O:29][C:30]([C:32]1([CH2:36][NH:37][C:3]([C:5]2[N:6]=[C:7]([C:23]#[N:24])[C:8]3[C:13]([C:14]=2[OH:15])=[CH:12][CH:11]=[C:10]([S:16][C:17]2[CH:18]=[CH:19][CH:20]=[CH:21][CH:22]=2)[CH:9]=3)=[O:4])[CH2:33][CH2:34][CH2:35]1)=[O:31])([CH3:28])([CH3:27])[CH3:26], predict the reactants needed to synthesize it. The reactants are: CO[C:3]([C:5]1[N:6]=[C:7]([C:23]#[N:24])[C:8]2[C:13]([C:14]=1[OH:15])=[CH:12][CH:11]=[C:10]([S:16][C:17]1[CH:22]=[CH:21][CH:20]=[CH:19][CH:18]=1)[CH:9]=2)=[O:4].[C:25]([O:29][C:30]([C:32]1([CH2:36][NH2:37])[CH2:35][CH2:34][CH2:33]1)=[O:31])([CH3:28])([CH3:27])[CH3:26]. (3) The reactants are: C(OC(N1[CH2:13][CH2:12][CH:11]([C:14]2[CH:15]=[C:16]3[C:20](=[C:21]([CH3:23])[CH:22]=2)[C:19](=[O:24])[N:18]([CH2:25][CH:26]2[CH2:28][CH2:27]2)[CH2:17]3)CC1)=O)(C)(C)C. Given the product [CH:26]1([CH2:25][N:18]2[CH2:17][C:16]3[C:20](=[C:21]([CH3:23])[CH:22]=[C:14]([CH2:11][CH:12]4[CH2:13][CH2:19][NH:18][CH2:17][CH2:16]4)[CH:15]=3)[C:19]2=[O:24])[CH2:28][CH2:27]1, predict the reactants needed to synthesize it. (4) Given the product [CH3:1][O:2][C:3]1[CH:4]=[CH:5][C:6]([CH2:7][N:8]2[CH2:14][C:13]3[CH:15]=[C:16]([C:19]([O:21][CH3:22])=[O:20])[CH:17]=[CH:18][C:12]=3[NH:11][CH2:10][CH2:9]2)=[CH:24][CH:25]=1, predict the reactants needed to synthesize it. The reactants are: [CH3:1][O:2][C:3]1[CH:25]=[CH:24][C:6]([CH2:7][N:8]2[CH2:14][C:13]3[CH:15]=[C:16]([C:19]([O:21][CH3:22])=[O:20])[CH:17]=[CH:18][C:12]=3[NH:11][C:10](=O)[CH2:9]2)=[CH:5][CH:4]=1.CO. (5) The reactants are: Cl[C:2]1[C:11]2[C:6](=[CH:7][CH:8]=[C:9]([CH3:12])[CH:10]=2)[N:5]=[C:4]([N:13]2[CH2:19][C:18]3[CH:20]=[CH:21][CH:22]=[CH:23][C:17]=3[S:16](=[O:25])(=[O:24])[CH2:15][CH2:14]2)[CH:3]=1.[NH2:26][C:27]1([CH2:31][CH2:32][OH:33])[CH2:30][O:29][CH2:28]1. Given the product [O:24]=[S:16]1(=[O:25])[C:17]2[CH:23]=[CH:22][CH:21]=[CH:20][C:18]=2[CH2:19][N:13]([C:4]2[CH:3]=[C:2]([NH:26][C:27]3([CH2:31][CH2:32][OH:33])[CH2:30][O:29][CH2:28]3)[C:11]3[C:6](=[CH:7][CH:8]=[C:9]([CH3:12])[CH:10]=3)[N:5]=2)[CH2:14][CH2:15]1, predict the reactants needed to synthesize it. (6) Given the product [NH2:21][C:14]1[CH:15]=[C:16]([C:17]([F:20])([F:18])[F:19])[C:11]([C:7]([CH3:10])([CH3:6])[C:8]#[N:9])=[N:12][CH:13]=1, predict the reactants needed to synthesize it. The reactants are: O.O.[Sn](Cl)Cl.[CH3:6][C:7]([C:11]1[C:16]([C:17]([F:20])([F:19])[F:18])=[CH:15][C:14]([N+:21]([O-])=O)=[CH:13][N:12]=1)([CH3:10])[C:8]#[N:9].[OH-].[Na+]. (7) Given the product [CH2:1]([O:5][CH2:6][CH2:7][O:8][C:9]1[CH:10]=[CH:11][C:12]([C:15]2[CH:16]=[CH:17][C:18]3[N:25]([CH2:26][CH:27]([CH3:28])[CH3:29])[CH2:24][CH2:23][CH2:22][C:21]([C:30]([NH:32][C:33]4[CH:38]=[CH:37][C:36]([S:39]([CH2:40][C:41]5[N:45]([CH2:46][CH2:47][CH3:48])[CH:44]=[N:43][C:42]=5[CH3:49])=[O:60])=[C:35]([CH3:50])[CH:34]=4)=[O:31])=[CH:20][C:19]=3[CH:51]=2)=[CH:13][CH:14]=1)[CH2:2][CH2:3][CH3:4], predict the reactants needed to synthesize it. The reactants are: [CH2:1]([O:5][CH2:6][CH2:7][O:8][C:9]1[CH:14]=[CH:13][C:12]([C:15]2[CH:16]=[CH:17][C:18]3[N:25]([CH2:26][CH:27]([CH3:29])[CH3:28])[CH2:24][CH2:23][CH2:22][C:21]([C:30]([NH:32][C:33]4[CH:38]=[CH:37][C:36]([S:39][CH2:40][C:41]5[N:45]([CH2:46][CH2:47][CH3:48])[CH:44]=[N:43][C:42]=5[CH3:49])=[C:35]([CH3:50])[CH:34]=4)=[O:31])=[CH:20][C:19]=3[CH:51]=2)=[CH:11][CH:10]=1)[CH2:2][CH2:3][CH3:4].ClC1C=CC=C(C(OO)=[O:60])C=1.